Predict the reactants needed to synthesize the given product. From a dataset of Full USPTO retrosynthesis dataset with 1.9M reactions from patents (1976-2016). (1) Given the product [CH2:7]([N:14]1[C:23]2[C:18](=[C:19]([CH2:25][CH:26]3[S:30][C:29](=[O:31])[NH:28][C:27]3=[O:32])[CH:20]=[CH:21][C:22]=2[O:24][CH2:34][C:35]2[CH:40]=[CH:39][CH:38]=[CH:37][CH:36]=2)[CH2:17][CH2:16][C:15]1=[O:33])[C:8]1[CH:13]=[CH:12][CH:11]=[CH:10][CH:9]=1, predict the reactants needed to synthesize it. The reactants are: CC(C)([O-])C.[K+].[CH2:7]([N:14]1[C:23]2[C:18](=[C:19]([CH2:25][CH:26]3[S:30][C:29](=[O:31])[NH:28][C:27]3=[O:32])[CH:20]=[CH:21][C:22]=2[OH:24])[CH2:17][CH2:16][C:15]1=[O:33])[C:8]1[CH:13]=[CH:12][CH:11]=[CH:10][CH:9]=1.[CH2:34](Br)[C:35]1[CH:40]=[CH:39][CH:38]=[CH:37][CH:36]=1.S([O-])(O)(=O)=O.[K+]. (2) The reactants are: C(O[C:4]([C:6]1[CH:7]=[C:8]2[C:12](=[CH:13][CH:14]=1)[NH:11][N:10]=[C:9]2[C:15]1[CH:24]=[CH:23][C:22]2[C:17](=[CH:18][CH:19]=[C:20]([O:25][CH:26](C)[CH:27]3[CH2:32][CH2:31][CH2:30][CH2:29][NH:28]3)[CH:21]=2)[CH:16]=1)=[NH:5])C.[CH3:34][C:35]([CH3:42])([CH3:41])[CH2:36][C:37]([NH:39][NH2:40])=O.[CH2:43](N(CC)CC)C. Given the product [CH3:34][C:35]([CH3:42])([CH3:41])[CH2:36][C:37]1[NH:5][C:4]([C:6]2[CH:7]=[C:8]3[C:12](=[CH:13][CH:14]=2)[NH:11][N:10]=[C:9]3[C:15]2[CH:24]=[CH:23][C:22]3[C:17](=[CH:18][CH:19]=[C:20]([O:25][CH2:26][CH:27]4[CH2:32][CH2:31][CH2:30][CH2:29][N:28]4[CH3:43])[CH:21]=3)[CH:16]=2)=[N:40][N:39]=1, predict the reactants needed to synthesize it.